From a dataset of Reaction yield outcomes from USPTO patents with 853,638 reactions. Predict the reaction yield, written as a fraction of the theoretical maximum amount of product (1.0 means a 100% yield; for example, 0.34 means a 34% yield). (1) The reactants are C[O:2][C:3]1[CH:12]=[CH:11][C:10]2[N:9]=[C:8]([C:13]3[CH:18]=[CH:17][CH:16]=[CH:15][CH:14]=3)[CH:7]=[N:6][C:5]=2[C:4]=1[C:19]([O:21]C)=[O:20].B(Br)(Br)Br. The catalyst is ClCCl. The product is [OH:2][C:3]1[CH:12]=[CH:11][C:10]2[N:9]=[C:8]([C:13]3[CH:18]=[CH:17][CH:16]=[CH:15][CH:14]=3)[CH:7]=[N:6][C:5]=2[C:4]=1[C:19]([OH:21])=[O:20]. The yield is 0.980. (2) The reactants are [O:1]1[CH:5]=[CH:4][CH:3]=[C:2]1[C:6]1[C:11](I)=[C:10]([S:13][CH3:14])[N:9]=[C:8]([NH2:15])[N:7]=1.[C:16]1([C:22]#[CH:23])[CH:21]=[CH:20][CH:19]=[CH:18][CH:17]=1.C(N(CC)CC)C. The catalyst is Cl[Pd](Cl)([P](C1C=CC=CC=1)(C1C=CC=CC=1)C1C=CC=CC=1)[P](C1C=CC=CC=1)(C1C=CC=CC=1)C1C=CC=CC=1.[Cu]I.C1(P(C2C=CC=CC=2)C2C=CC=CC=2)C=CC=CC=1. The product is [O:1]1[CH:5]=[CH:4][CH:3]=[C:2]1[C:6]1[C:11]([C:23]#[C:22][C:16]2[CH:21]=[CH:20][CH:19]=[CH:18][CH:17]=2)=[C:10]([S:13][CH3:14])[N:9]=[C:8]([NH2:15])[N:7]=1. The yield is 0.350. (3) The reactants are [H-].C([Al+]CC(C)C)C(C)C.CCCCCC.[Br:17][CH2:18][C:19]1[CH:28]=[CH:27][C:22]([C:23](OC)=[O:24])=[CH:21][CH:20]=1.O. The catalyst is ClCCl. The product is [Br:17][CH2:18][C:19]1[CH:28]=[CH:27][C:22]([CH2:23][OH:24])=[CH:21][CH:20]=1. The yield is 0.770. (4) The reactants are C(OC(=O)[NH:7][C:8]1[CH:13]=[CH:12][C:11]([CH3:14])=[C:10]([NH:15][C:16]2[N:17]=[CH:18][C:19]3[N:24]=[C:23]([NH:25][C:26](=[O:28])[CH3:27])[S:22][C:20]=3[N:21]=2)[CH:9]=1)(C)(C)C.C1(OC)C=CC=CC=1. The catalyst is FC(F)(F)C(O)=O. The product is [NH2:7][C:8]1[CH:13]=[CH:12][C:11]([CH3:14])=[C:10]([NH:15][C:16]2[N:17]=[CH:18][C:19]3[N:24]=[C:23]([NH:25][C:26](=[O:28])[CH3:27])[S:22][C:20]=3[N:21]=2)[CH:9]=1. The yield is 0.830. (5) The reactants are [C:1]1([C:13]2[CH:18]=[CH:17][CH:16]=[CH:15][CH:14]=2)[CH:6]=[CH:5][CH:4]=[C:3]([N:7]2[CH2:12][CH2:11][NH:10][CH2:9][CH2:8]2)[CH:2]=1.[F:19][C:20]([F:36])([F:35])[C:21]1[O:25][N:24]=[C:23]([C:26]2[CH:27]=[C:28]([CH:32]=[CH:33][CH:34]=2)[C:29](O)=[O:30])[N:22]=1. No catalyst specified. The product is [C:1]1([C:13]2[CH:14]=[CH:15][CH:16]=[CH:17][CH:18]=2)[CH:6]=[CH:5][CH:4]=[C:3]([N:7]2[CH2:8][CH2:9][N:10]([C:29]([C:28]3[CH:32]=[CH:33][CH:34]=[C:26]([C:23]4[N:22]=[C:21]([C:20]([F:35])([F:19])[F:36])[O:25][N:24]=4)[CH:27]=3)=[O:30])[CH2:11][CH2:12]2)[CH:2]=1. The yield is 0.400. (6) The reactants are [OH-].[K+].[C:3]([C:6]1[N:11]=[C:10]([C:12]2[CH:17]=[CH:16][C:15]([C:18]3[CH:23]=[C:22]([CH3:24])[C:21]([CH2:25][C:26]([O:28]CC)=[O:27])=[CH:20][C:19]=3[Cl:31])=[CH:14][CH:13]=2)[C:9]([CH3:32])=[N:8][C:7]=1[CH3:33])(=[O:5])[NH2:4].Cl. The catalyst is C(O)(C)(C)C. The product is [C:3]([C:6]1[N:11]=[C:10]([C:12]2[CH:13]=[CH:14][C:15]([C:18]3[CH:23]=[C:22]([CH3:24])[C:21]([CH2:25][C:26]([OH:28])=[O:27])=[CH:20][C:19]=3[Cl:31])=[CH:16][CH:17]=2)[C:9]([CH3:32])=[N:8][C:7]=1[CH3:33])(=[O:5])[NH2:4]. The yield is 0.900.